Dataset: Forward reaction prediction with 1.9M reactions from USPTO patents (1976-2016). Task: Predict the product of the given reaction. Given the reactants [H-].[Al+3].[Li+].[H-].[H-].[H-].[CH2:7]([N:10]1[C:15](=O)[CH:14]2[CH:12]([C:13]2([C:19]2[CH:24]=[CH:23][CH:22]=[C:21]([NH2:25])[CH:20]=2)[CH2:17][CH3:18])[C:11]1=O)[CH:8]=[CH2:9].O, predict the reaction product. The product is: [CH2:7]([N:10]1[CH2:15][CH:14]2[CH:12]([C:13]2([C:19]2[CH:20]=[C:21]([CH:22]=[CH:23][CH:24]=2)[NH2:25])[CH2:17][CH3:18])[CH2:11]1)[CH:8]=[CH2:9].